Dataset: Peptide-MHC class II binding affinity with 134,281 pairs from IEDB. Task: Regression. Given a peptide amino acid sequence and an MHC pseudo amino acid sequence, predict their binding affinity value. This is MHC class II binding data. The peptide sequence is TKGEGGVWTFDSEEP. The MHC is HLA-DQA10104-DQB10503 with pseudo-sequence HLA-DQA10104-DQB10503. The binding affinity (normalized) is 0.